From a dataset of Catalyst prediction with 721,799 reactions and 888 catalyst types from USPTO. Predict which catalyst facilitates the given reaction. (1) Reactant: [CH:1]([C:4]1[S:8][C:7]([NH:9][S:10]([C:13]2[CH:18]=[CH:17][C:16]([O:19][C:20](=[O:22])[CH3:21])=[CH:15][CH:14]=2)(=[O:12])=[O:11])=[N:6][N:5]=1)([CH3:3])[CH3:2].C(N(CC)C(C)C)(C)C.[CH3:32][Si:33]([CH3:40])([CH3:39])[CH2:34][CH2:35][O:36][CH2:37]Cl. Product: [CH:1]([C:4]1[S:8][C:7]([N:9]([CH2:37][O:36][CH2:35][CH2:34][Si:33]([CH3:40])([CH3:39])[CH3:32])[S:10]([C:13]2[CH:18]=[CH:17][C:16]([O:19][C:20](=[O:22])[CH3:21])=[CH:15][CH:14]=2)(=[O:11])=[O:12])=[N:6][N:5]=1)([CH3:3])[CH3:2]. The catalyst class is: 112. (2) Product: [F:5][C:6]1([F:24])[O:11][C:10]2[CH:12]=[CH:13][C:14]([C:16]([C:18]3[CH:20]=[CH:15][C:9]4[O:8][C:7]([F:23])([F:22])[C:6]([F:5])([F:24])[O:11][C:10]=4[CH:19]=3)=[O:17])=[CH:15][C:9]=2[O:8][C:7]1([F:23])[F:22]. The catalyst class is: 6. Reactant: [N-]=[N+]=[N-].[Na+].[F:5][C:6]1([F:24])[O:11][C:10]2[CH:12]=[CH:13][C:14]([C:16]([C:18](Br)([CH3:20])[CH3:19])=[O:17])=[CH:15][C:9]=2[O:8][C:7]1([F:23])[F:22].CS(C)=O. (3) Reactant: [NH:1]1[C@H:14]2[C@H:5]([CH2:6][CH2:7][C:8]3[C:13]2=[N:12][CH:11]=[CH:10][CH:9]=3)[CH2:4][CH2:3][CH2:2]1.C(=O)([O-])[O-].[K+].[K+].Cl[CH2:22][C:23]1[N:24]=[C:25]2[CH:30]=[CH:29][CH:28]=[C:27]([F:31])[N:26]2[CH:32]=1.[I-].[K+]. Product: [F:31][C:27]1[N:26]2[CH:32]=[C:23]([CH2:22][N:12]3[C@H:13]4[C@H:8]([CH2:7][CH2:6][C:5]5[C:14]4=[N:1][CH:2]=[CH:3][CH:4]=5)[CH2:9][CH2:10][CH2:11]3)[N:24]=[C:25]2[CH:30]=[CH:29][CH:28]=1. The catalyst class is: 10. (4) Reactant: [NH2:1][C:2]([NH:4][C:5]1[C:6]([C:24]([NH2:26])=[O:25])=[N:7][N:8]([C:10]2[CH:15]=[CH:14][C:13]([C:16]3[CH:21]=[CH:20][CH:19]=[CH:18][C:17]=3[OH:22])=[C:12]([F:23])[CH:11]=2)[CH:9]=1)=[O:3].[C:27]([O-])([O-])=O.[K+].[K+].CN(C=O)C.CI. Product: [NH2:1][C:2]([NH:4][C:5]1[C:6]([C:24]([NH2:26])=[O:25])=[N:7][N:8]([C:10]2[CH:15]=[CH:14][C:13]([C:16]3[CH:21]=[CH:20][CH:19]=[CH:18][C:17]=3[O:22][CH3:27])=[C:12]([F:23])[CH:11]=2)[CH:9]=1)=[O:3]. The catalyst class is: 6. (5) Reactant: [C:1]([O:7][CH2:8][C@H:9]([C:15]1[C:24]([CH3:25])=[CH:23][C:18]2[N:19]=[C:20]([NH2:22])[S:21][C:17]=2[C:16]=1Br)[O:10][C:11]([CH3:14])([CH3:13])[CH3:12])(=[O:6])[C:2]([CH3:5])([CH3:4])[CH3:3].C([O-])([O-])=O.[K+].[K+].[Cl:33][C:34]1[CH:39]=[CH:38][C:37](B(O)O)=[CH:36][CH:35]=1.O1CCOCC1. Product: [C:1]([O:7][CH2:8][C@H:9]([C:15]1[C:24]([CH3:25])=[CH:23][C:18]2[N:19]=[C:20]([NH2:22])[S:21][C:17]=2[C:16]=1[C:37]1[CH:38]=[CH:39][C:34]([Cl:33])=[CH:35][CH:36]=1)[O:10][C:11]([CH3:14])([CH3:13])[CH3:12])(=[O:6])[C:2]([CH3:5])([CH3:4])[CH3:3]. The catalyst class is: 103. (6) Reactant: Cl.[CH3:2][NH2:3].C[Al](C)C.[NH2:8][C:9]1[CH:13]=[C:12]([C:14]([CH3:17])([CH3:16])[CH3:15])[O:11][C:10]=1[C:18]([O:20]C)=O.Cl.[OH-].[Na+]. The catalyst class is: 11. Product: [CH3:2][NH:3][C:18]([C:10]1[O:11][C:12]([C:14]([CH3:17])([CH3:16])[CH3:15])=[CH:13][C:9]=1[NH2:8])=[O:20]. (7) Reactant: [F:1][C:2]1[CH:7]=[CH:6][CH:5]=[C:4]([F:8])[C:3]=1[NH:9][C:10]([C:12]1[CH:13]=[C:14]([C:18]2[C:19]([CH3:29])=[CH:20][C:21]([O:24][CH2:25][C:26]([OH:28])=O)=[N:22][CH:23]=2)[N:15]([CH3:17])[N:16]=1)=[O:11].C[CH2:31][N:32](C(C)C)[CH:33](C)C.CN(C(ON1N=NC2C=CC=NC1=2)=[N+](C)C)C.F[P-](F)(F)(F)(F)F.CNC. Product: [F:1][C:2]1[CH:7]=[CH:6][CH:5]=[C:4]([F:8])[C:3]=1[NH:9][C:10]([C:12]1[CH:13]=[C:14]([C:18]2[CH:23]=[N:22][C:21]([O:24][CH2:25][C:26](=[O:28])[N:32]([CH3:33])[CH3:31])=[CH:20][C:19]=2[CH3:29])[N:15]([CH3:17])[N:16]=1)=[O:11]. The catalyst class is: 2. (8) Reactant: Br[C:2]1[CH:10]=[CH:9][C:5]2[CH2:6][CH2:7][O:8][C:4]=2[CH:3]=1.C([Li])CCC.CN([CH:19]=[O:20])C. Product: [O:8]1[C:4]2[CH:3]=[C:2]([CH:19]=[O:20])[CH:10]=[CH:9][C:5]=2[CH2:6][CH2:7]1. The catalyst class is: 134.